Dataset: Full USPTO retrosynthesis dataset with 1.9M reactions from patents (1976-2016). Task: Predict the reactants needed to synthesize the given product. (1) Given the product [CH3:1][O:2][CH2:3][CH2:4][N:5]1[C:13]2[C:8](=[CH:9][CH:10]=[C:11]([O:14][C:16]3[N:17]=[C:18]([OH:26])[C:19]4[CH:25]=[CH:24][N:23]=[CH:22][C:20]=4[N:21]=3)[CH:12]=2)[CH:7]=[N:6]1, predict the reactants needed to synthesize it. The reactants are: [CH3:1][O:2][CH2:3][CH2:4][N:5]1[C:13]2[C:8](=[CH:9][CH:10]=[C:11]([OH:14])[CH:12]=2)[CH:7]=[N:6]1.Cl[C:16]1[N:17]=[C:18]([OH:26])[C:19]2[CH:25]=[CH:24][N:23]=[CH:22][C:20]=2[N:21]=1. (2) Given the product [C:8]([O:7][C:6]([NH:5][CH2:4][C:3]([N:2]([CH2:14][C:15]1[CH:16]=[C:17]([C:21]2[CH:22]=[N:23][C:24]([N:27]3[CH2:32][CH2:31][N:30]([C:37](=[O:38])[CH2:36][CH2:35][C:34]([OH:39])=[O:33])[CH2:29][CH2:28]3)=[N:25][CH:26]=2)[CH:18]=[CH:19][CH:20]=1)[CH3:1])=[O:13])=[O:12])([CH3:11])([CH3:9])[CH3:10], predict the reactants needed to synthesize it. The reactants are: [CH3:1][N:2]([CH2:14][C:15]1[CH:20]=[CH:19][CH:18]=[C:17]([C:21]2[CH:22]=[N:23][C:24]([N:27]3[CH2:32][CH2:31][NH:30][CH2:29][CH2:28]3)=[N:25][CH:26]=2)[CH:16]=1)[C:3](=[O:13])[CH2:4][NH:5][C:6](=[O:12])[O:7][C:8]([CH3:11])([CH3:10])[CH3:9].[O:33]1[C:37](=[O:38])[CH2:36][CH2:35][C:34]1=[O:39].C([O-])([O-])=O.[K+].[K+].Cl. (3) Given the product [C:11]([O:10][C:8]([NH:7][C@@H:3]([CH2:2][NH:1][C:16]1[CH:21]=[CH:20][CH:19]=[CH:18][C:17]=1[N+:22]([O-:24])=[O:23])[C:4]([OH:6])=[O:5])=[O:9])([CH3:14])([CH3:13])[CH3:12], predict the reactants needed to synthesize it. The reactants are: [NH2:1][CH2:2][C@H:3]([NH:7][C:8]([O:10][C:11]([CH3:14])([CH3:13])[CH3:12])=[O:9])[C:4]([OH:6])=[O:5].F[C:16]1[CH:21]=[CH:20][CH:19]=[CH:18][C:17]=1[N+:22]([O-:24])=[O:23].C(=O)(O)[O-].[Na+].O. (4) Given the product [S:10]1(=[O:11])(=[O:12])[C:6]2[CH:5]=[C:4]([NH2:1])[CH:14]=[CH:13][C:7]=2[CH2:8][CH2:9]1, predict the reactants needed to synthesize it. The reactants are: [N+:1]([C:4]1[CH:14]=[CH:13][C:7]2[CH:8]=[CH:9][S:10](=[O:12])(=[O:11])[C:6]=2[CH:5]=1)([O-])=O. (5) Given the product [N:10]1[CH:9]=[CH:8][N:6]2[C:5]=1[CH:4]=[CH:3][C:2]([C:19]1[CH:27]=[CH:26][C:22]([C:23]([OH:25])=[O:24])=[CH:21][CH:20]=1)=[N:7]2, predict the reactants needed to synthesize it. The reactants are: Cl[C:2]1[CH:3]=[CH:4][C:5]2[N:6]([CH:8]=[CH:9][N:10]=2)[N:7]=1.CC1(C)C(C)(C)OB([C:19]2[CH:27]=[CH:26][C:22]([C:23]([OH:25])=[O:24])=[CH:21][CH:20]=2)O1.C(=O)([O-])[O-].[K+].[K+].CCOC(C)=O.